Dataset: Full USPTO retrosynthesis dataset with 1.9M reactions from patents (1976-2016). Task: Predict the reactants needed to synthesize the given product. (1) Given the product [C:1]([O-:6])(=[O:5])[C:2]([O-:4])=[O:3].[C:1]([OH:6])(=[O:5])[C:2]([OH:4])=[O:3], predict the reactants needed to synthesize it. The reactants are: [C:1]([OH:6])(=[O:5])[C:2]([OH:4])=[O:3]. (2) Given the product [C:1]([N:4]1[CH2:13][CH2:12][C:11]2[C:6](=[CH:7][CH:8]=[C:9]([S:14]([NH:17][C:18]3[S:22][N:21]=[CH:20][N:19]=3)(=[O:16])=[O:15])[CH:10]=2)[CH:5]1[C:34]1[CH:39]=[CH:38][C:37]([C:40]([F:42])([F:43])[F:41])=[CH:36][C:35]=1[O:44][CH3:45])(=[O:3])[CH3:2], predict the reactants needed to synthesize it. The reactants are: [C:1]([N:4]1[CH2:13][CH2:12][C:11]2[C:6](=[CH:7][CH:8]=[C:9]([S:14]([N:17](CC3C=CC(OC)=CC=3OC)[C:18]3[S:22][N:21]=[CH:20][N:19]=3)(=[O:16])=[O:15])[CH:10]=2)[CH:5]1[C:34]1[CH:39]=[CH:38][C:37]([C:40]([F:43])([F:42])[F:41])=[CH:36][C:35]=1[O:44][CH3:45])(=[O:3])[CH3:2].FC(F)(F)C(O)=O. (3) Given the product [C:3]([O:7][C:8](=[O:16])/[CH:9]=[CH:10]/[C:11]1[CH:15]=[CH:14][N:13]([S:23]([C:20]2[CH:21]=[CH:22][C:17]([CH3:27])=[CH:18][CH:19]=2)(=[O:25])=[O:24])[CH:12]=1)([CH3:6])([CH3:4])[CH3:5], predict the reactants needed to synthesize it. The reactants are: [H-].[Na+].[C:3]([O:7][C:8](=[O:16])/[CH:9]=[CH:10]/[C:11]1[CH:15]=[CH:14][NH:13][CH:12]=1)([CH3:6])([CH3:5])[CH3:4].[C:17]1([CH3:27])[CH:22]=[CH:21][C:20]([S:23](Cl)(=[O:25])=[O:24])=[CH:19][CH:18]=1.[Cl-].[Na+]. (4) The reactants are: F[C:2](F)(F)C(O)=O.[OH:8][C:9]1[C:19]([CH:20]2[C:28]3[C:23](=[CH:24][CH:25]=[CH:26][CH:27]=3)[N:22]([CH2:29][C:30]3[O:31][C:32]([C:35]([F:38])([F:37])[F:36])=[CH:33][CH:34]=3)[C:21]2=[O:39])=[CH:18][C:12]2[N:13]([CH3:17])[CH2:14][CH2:15][O:16][C:11]=2[CH:10]=1.C1(C(C2C=CC=CC=2)N2C3C(=CC=CC=3)C(C3C=C(C)C(OC)=CC=3O)C2=O)C=CC=CC=1. Given the product [CH3:17][N:13]1[C:12]2[CH:18]=[C:19]3[C:20]4([C:28]5[C:23](=[CH:24][CH:25]=[CH:26][CH:27]=5)[N:22]([CH2:29][C:30]5[O:31][C:32]([C:35]([F:38])([F:37])[F:36])=[CH:33][CH:34]=5)[C:21]4=[O:39])[CH2:2][O:8][C:9]3=[CH:10][C:11]=2[O:16][CH2:15][CH2:14]1, predict the reactants needed to synthesize it.